Task: Predict the reactants needed to synthesize the given product.. Dataset: Retrosynthesis with 50K atom-mapped reactions and 10 reaction types from USPTO (1) The reactants are: CCOC(=O)/C(C)=C/[C@H](C(C)C)N(C)C(=O)[C@@H](N)[C@H](C)OC.CN(C(=O)OC(C)(C)C)[C@H](C(=O)O)C(C)(C)c1ccccc1. Given the product CCOC(=O)/C(C)=C/[C@H](C(C)C)N(C)C(=O)[C@@H](NC(=O)[C@@H](N(C)C(=O)OC(C)(C)C)C(C)(C)c1ccccc1)[C@H](C)OC, predict the reactants needed to synthesize it. (2) Given the product O=C(Nc1cccc(-n2ccnc2)c1)C1CCOc2ccccc2C1, predict the reactants needed to synthesize it. The reactants are: O=C(Nc1cccc(-n2ccnc2)c1)C1=Cc2ccccc2OCC1. (3) Given the product CCOc1cc(O)c(F)c(N(Cc2nc(-c3ccccc3)cn2C(c2ccccc2)(c2ccccc2)c2ccccc2)c2ccc(C#N)cc2)c1, predict the reactants needed to synthesize it. The reactants are: CCOc1cc(O[Si](C)(C)C(C)(C)C)c(F)c(N(Cc2nc(-c3ccccc3)cn2C(c2ccccc2)(c2ccccc2)c2ccccc2)c2ccc(C#N)cc2)c1.